From a dataset of Full USPTO retrosynthesis dataset with 1.9M reactions from patents (1976-2016). Predict the reactants needed to synthesize the given product. (1) Given the product [F:1][C:2]1[CH:3]=[C:4]([CH2:9][C:10]([O:12][CH2:13][CH3:14])=[O:11])[CH:5]=[C:6]([F:8])[CH:7]=1, predict the reactants needed to synthesize it. The reactants are: [F:1][C:2]1[CH:3]=[C:4]([CH2:9][C:10]([OH:12])=[O:11])[CH:5]=[C:6]([F:8])[CH:7]=1.[CH2:13](O)[CH3:14]. (2) Given the product [CH2:32]([O:24][C:23](=[O:25])[C:22]1[CH:26]=[CH:27][C:19]([NH:18][C:16](=[O:17])[C:15]2[CH:28]=[CH:29][CH:30]=[C:13]([NH:12][S:9]([C:4]3[CH:3]=[C:2]([Cl:1])[CH:7]=[C:6]([Cl:8])[CH:5]=3)(=[O:11])=[O:10])[CH:14]=2)=[CH:20][CH:21]=1)[CH3:37], predict the reactants needed to synthesize it. The reactants are: [Cl:1][C:2]1[CH:3]=[C:4]([S:9]([NH:12][C:13]2[CH:14]=[C:15]([CH:28]=[CH:29][CH:30]=2)[C:16]([NH:18][C:19]2[CH:27]=[CH:26][C:22]([C:23]([OH:25])=[O:24])=[CH:21][CH:20]=2)=[O:17])(=[O:11])=[O:10])[CH:5]=[C:6]([Cl:8])[CH:7]=1.Cl[C:32]1C=C(S(Cl)(=O)=O)C=C(Cl)[CH:37]=1. (3) The reactants are: Cl[C:2]1[N:7]=[C:6]2[N:8]([CH2:11][C:12]([F:15])([F:14])[F:13])[N:9]=[CH:10][C:5]2=[C:4]([N:16]2[CH2:21][CH2:20][O:19][CH2:18][CH2:17]2)[N:3]=1.[OH:22][C:23]1[CH:24]=[C:25](B(O)O)[CH:26]=[CH:27][CH:28]=1.C(=O)([O-])[O-].[Na+].[Na+].COCCOC. Given the product [O:19]1[CH2:20][CH2:21][N:16]([C:4]2[N:3]=[C:2]([C:27]3[CH:28]=[C:23]([OH:22])[CH:24]=[CH:25][CH:26]=3)[N:7]=[C:6]3[N:8]([CH2:11][C:12]([F:15])([F:14])[F:13])[N:9]=[CH:10][C:5]=23)[CH2:17][CH2:18]1, predict the reactants needed to synthesize it. (4) Given the product [NH2:20][C:19]1[C:2]([Cl:1])=[C:3]([CH:16]=[C:17]([Cl:23])[CH:18]=1)[CH2:4][C:5]1[N:6]=[CH:7][N:8]([S:10]([N:13]([CH3:15])[CH3:14])(=[O:12])=[O:11])[CH:9]=1, predict the reactants needed to synthesize it. The reactants are: [Cl:1][C:2]1[C:19]([N+:20]([O-])=O)=[CH:18][C:17]([Cl:23])=[CH:16][C:3]=1[CH2:4][C:5]1[N:6]=[CH:7][N:8]([S:10]([N:13]([CH3:15])[CH3:14])(=[O:12])=[O:11])[CH:9]=1.[Cl-].[NH4+].